This data is from Catalyst prediction with 721,799 reactions and 888 catalyst types from USPTO. The task is: Predict which catalyst facilitates the given reaction. Reactant: [F:1][C:2]([F:20])([F:19])[O:3][C:4]1[CH:18]=[CH:17][C:7]([CH2:8][C:9]2[O:13][N:12]=[C:11]([C:14]([OH:16])=O)[CH:10]=2)=[CH:6][CH:5]=1.[O:21]1[CH2:25][CH2:24][CH:23]([CH2:26][NH2:27])[CH2:22]1.ON1C2C=CC=CC=2N=N1.Cl.C(N=C=NCCCN(C)C)C. Product: [O:21]1[CH2:25][CH2:24][CH:23]([CH2:26][NH:27][C:14]([C:11]2[CH:10]=[C:9]([CH2:8][C:7]3[CH:6]=[CH:5][C:4]([O:3][C:2]([F:1])([F:20])[F:19])=[CH:18][CH:17]=3)[O:13][N:12]=2)=[O:16])[CH2:22]1. The catalyst class is: 229.